Task: Predict the reaction yield, written as a fraction of the theoretical maximum amount of product (1.0 means a 100% yield; for example, 0.34 means a 34% yield).. Dataset: Reaction yield outcomes from USPTO patents with 853,638 reactions The reactants are C([Si]([O:8][CH2:9][C:10]1[CH:15]=[C:14]([N+:16]([O-:18])=[O:17])[CH:13]=[CH:12][C:11]=1[N:19]=[C:20]=S)(C)C)(C)(C)C.[CH3:22][O:23][C:24]1[CH:25]=[CH:26][CH:27]=[C:28]2[C:32]=1[CH:31]([NH2:33])[CH2:30][CH2:29]2. No catalyst specified. The product is [CH3:22][O:23][C:24]1[CH:25]=[CH:26][CH:27]=[C:28]2[C:32]=1[CH:31]([NH:33][C:20]1[O:8][CH2:9][C:10]3[CH:15]=[C:14]([N+:16]([O-:18])=[O:17])[CH:13]=[CH:12][C:11]=3[N:19]=1)[CH2:30][CH2:29]2. The yield is 0.730.